From a dataset of Full USPTO retrosynthesis dataset with 1.9M reactions from patents (1976-2016). Predict the reactants needed to synthesize the given product. (1) Given the product [F:1][CH:2]([F:14])[CH2:3][O:4][C:5]1[N:10]=[CH:9][C:8]([CH:11]([NH:21][S@@:19]([C:16]([CH3:18])([CH3:17])[CH3:15])=[O:20])[CH3:12])=[CH:7][CH:6]=1, predict the reactants needed to synthesize it. The reactants are: [F:1][CH:2]([F:14])[CH2:3][O:4][C:5]1[N:10]=[CH:9][C:8]([C:11](=O)[CH3:12])=[CH:7][CH:6]=1.[CH3:15][C:16]([S@:19]([NH2:21])=[O:20])([CH3:18])[CH3:17]. (2) Given the product [CH3:9][N:5]1[CH2:6][CH2:7][CH2:8][CH:4]1[CH2:3][CH2:2][NH:1][C:12](=[O:11])[CH2:13][CH2:14][CH2:15][CH2:16][CH2:17][CH2:18][CH2:19]/[CH:20]=[CH:21]\[CH2:22][CH2:23][CH2:24][CH2:25][CH2:26][CH2:27][CH2:28][CH3:29], predict the reactants needed to synthesize it. The reactants are: [NH2:1][CH2:2][CH2:3][CH:4]1[CH2:8][CH2:7][CH2:6][N:5]1[CH3:9].C[O:11][C:12](=O)[CH2:13][CH2:14][CH2:15][CH2:16][CH2:17][CH2:18][CH2:19]/[CH:20]=[CH:21]\[CH2:22][CH2:23][CH2:24][CH2:25][CH2:26][CH2:27][CH2:28][CH3:29].Cl.[OH-].[Na+].